Dataset: Forward reaction prediction with 1.9M reactions from USPTO patents (1976-2016). Task: Predict the product of the given reaction. (1) Given the reactants [Cl-].[CH3:2][O:3][C:4]1[CH:36]=[C:35]([O:37][CH3:38])[CH:34]=[CH:33][C:5]=1[CH2:6][N:7]1[C:16]2[C:11](=[CH:12][C:13]([O:17][CH3:18])=[CH:14][CH:15]=2)[C:10]([C:19]2[CH:24]=[CH:23][CH:22]=[C:21]([F:25])[CH:20]=2)=[C:9]([N+:26]2C=CC=CC=2)[C:8]1=[O:32].NN, predict the reaction product. The product is: [NH2:26][C:9]1[C:8](=[O:32])[N:7]([CH2:6][C:5]2[CH:33]=[CH:34][C:35]([O:37][CH3:38])=[CH:36][C:4]=2[O:3][CH3:2])[C:16]2[C:11]([C:10]=1[C:19]1[CH:24]=[CH:23][CH:22]=[C:21]([F:25])[CH:20]=1)=[CH:12][C:13]([O:17][CH3:18])=[CH:14][CH:15]=2. (2) Given the reactants C[O:2][C:3](=O)[CH2:4][O:5][CH2:6][CH2:7][O:8][CH2:9][CH:10]=[CH2:11].[H-].[H-].[H-].[H-].[Li+].[Al+3], predict the reaction product. The product is: [CH2:9]([O:8][CH2:7][CH2:6][O:5][CH2:4][CH2:3][OH:2])[CH:10]=[CH2:11]. (3) Given the reactants [Cl:1][C:2]1[CH:10]=[C:9]2[C:5]([CH:6]=[C:7]([C:11](=[O:29])[NH:12][CH:13]([C:18]3[CH:23]=[CH:22][C:21]([F:24])=[C:20]([C:25]([F:28])([F:27])[F:26])[CH:19]=3)[C:14]([F:17])([F:16])[F:15])[NH:8]2)=[CH:4][C:3]=1[C:30]([O:32][CH2:33][CH3:34])=[O:31].[H-].[Na+].I[CH2:38][CH3:39].O, predict the reaction product. The product is: [Cl:1][C:2]1[CH:10]=[C:9]2[C:5]([CH:6]=[C:7]([C:11](=[O:29])[NH:12][CH:13]([C:18]3[CH:23]=[CH:22][C:21]([F:24])=[C:20]([C:25]([F:26])([F:27])[F:28])[CH:19]=3)[C:14]([F:16])([F:15])[F:17])[N:8]2[CH2:38][CH3:39])=[CH:4][C:3]=1[C:30]([O:32][CH2:33][CH3:34])=[O:31].